From a dataset of Full USPTO retrosynthesis dataset with 1.9M reactions from patents (1976-2016). Predict the reactants needed to synthesize the given product. Given the product [N:1]1[CH:6]=[C:5]([C:7]2[C@:8]3([CH2:24][CH2:23][C@H:22]4[C@@H:13]([CH2:14][CH2:15][C:16]5[CH:17]=[C:18]([C:25]([OH:27])=[O:26])[CH:19]=[CH:20][C:21]=54)[C@@H:10]3[CH2:11][CH:12]=2)[CH3:9])[CH:4]=[N:3][CH:2]=1, predict the reactants needed to synthesize it. The reactants are: [N:1]1[CH:6]=[C:5]([C:7]2[C@:8]3([CH2:24][CH2:23][C@H:22]4[C@@H:13]([CH2:14][CH2:15][C:16]5[CH:17]=[C:18]([C:25]([O:27]C)=[O:26])[CH:19]=[CH:20][C:21]=54)[C@@H:10]3[CH2:11][CH:12]=2)[CH3:9])[CH:4]=[N:3][CH:2]=1.C1COCC1.[OH-].[Na+].C(O)(=O)CC(CC(O)=O)(C(O)=O)O.